This data is from M1 muscarinic receptor agonist screen with 61,833 compounds. The task is: Binary Classification. Given a drug SMILES string, predict its activity (active/inactive) in a high-throughput screening assay against a specified biological target. (1) The drug is Fc1ccc(c2nn(cc2C(=O)NCCCn2ccnc2)c2ccccc2)cc1. The result is 0 (inactive). (2) The molecule is FC(F)(F)C1n2[nH]c(cc2=NC(C1)C)C(OCC)=O. The result is 0 (inactive). (3) The molecule is O=c1n(c(NCCC)cc(=O)n1C)C. The result is 0 (inactive). (4) The molecule is s1c2c(n3c(c(=O)n(nc3C)CCCC(=O)NCCCOCC)c2)cc1. The result is 0 (inactive).